Dataset: Reaction yield outcomes from USPTO patents with 853,638 reactions. Task: Predict the reaction yield, written as a fraction of the theoretical maximum amount of product (1.0 means a 100% yield; for example, 0.34 means a 34% yield). (1) The reactants are Cl[C:2]1[N:7]=[CH:6][C:5]([O:8][CH2:9][CH:10]([O:14][CH2:15][CH3:16])[O:11][CH2:12][CH3:13])=[CH:4][N:3]=1.CC(C)([O-])C.[K+].CN(C)C(=O)C.[CH3:29][N:30]1[CH:34]=[CH:33][C:32]([NH:35][C:36]2[C:45]3[C:40](=[CH:41][CH:42]=[C:43]([OH:46])[CH:44]=3)[N:39]=[CH:38][N:37]=2)=[N:31]1. The catalyst is O. The product is [CH2:12]([O:11][CH:10]([O:14][CH2:15][CH3:16])[CH2:9][O:8][C:5]1[CH:4]=[N:3][C:2]([O:46][C:43]2[CH:44]=[C:45]3[C:40](=[CH:41][CH:42]=2)[N:39]=[CH:38][N:37]=[C:36]3[NH:35][C:32]2[CH:33]=[CH:34][N:30]([CH3:29])[N:31]=2)=[N:7][CH:6]=1)[CH3:13]. The yield is 0.950. (2) The reactants are [NH2:1][C:2]1[CH:3]=[CH:4][CH:5]=[C:6]2[C:11]=1[N:10]=[CH:9][CH:8]=[CH:7]2.[CH3:12][O:13][C:14]1[CH:19]=[CH:18][CH:17]=[CH:16][C:15]=1[S:20](Cl)(=[O:22])=[O:21]. The catalyst is CN(C1C=CN=CC=1)C. The product is [CH3:12][O:13][C:14]1[CH:19]=[CH:18][CH:17]=[CH:16][C:15]=1[S:20]([NH:1][C:2]1[CH:3]=[CH:4][CH:5]=[C:6]2[C:11]=1[N:10]=[CH:9][CH:8]=[CH:7]2)(=[O:22])=[O:21]. The yield is 0.580. (3) The reactants are [Si]([O:8][C@@H:9]1[C@@H:14]([CH3:15])[CH2:13][N:12]([C:16]2[CH:21]=[CH:20][N:19]=[CH:18][C:17]=2[NH:22][C:23]([C:25]2[CH:34]=[CH:33][C:32]3[C:27](=[CH:28][C:29]([CH:35]=[CH2:36])=[CH:30][CH:31]=3)[N:26]=2)=[O:24])[CH2:11][C@H:10]1[NH:37]C(=O)OC(C)(C)C)(C(C)(C)C)(C)C.Cl.O1CCOCC1. The catalyst is CO.[Pd]. The product is [NH2:37][C@H:10]1[C@H:9]([OH:8])[C@@H:14]([CH3:15])[CH2:13][N:12]([C:16]2[CH:21]=[CH:20][N:19]=[CH:18][C:17]=2[NH:22][C:23]([C:25]2[CH:34]=[CH:33][C:32]3[C:27](=[CH:28][C:29]([CH2:35][CH3:36])=[CH:30][CH:31]=3)[N:26]=2)=[O:24])[CH2:11]1. The yield is 0.280. (4) The reactants are [F:1][C:2]1[CH:7]=[C:6]([N:8]([CH2:21][C:22]2[CH:23]=[C:24]([C:28]3[C:33]([CH3:34])=[CH:32][C:31]([OH:35])=[CH:30][C:29]=3[CH3:36])[CH:25]=[CH:26][CH:27]=2)[S:9]([C:12]2[CH:17]=[CH:16][CH:15]=[CH:14][C:13]=2[N+:18]([O-:20])=[O:19])(=[O:11])=[O:10])[CH:5]=[CH:4][C:3]=1[CH2:37][CH2:38][C:39]([O:41][C:42]([CH3:45])([CH3:44])[CH3:43])=[O:40].[CH2:46]([S:48][CH2:49][CH2:50]O)[CH3:47].C(P(CCCC)CCCC)CCC.N(C(N1CCCCC1)=O)=NC(N1CCCCC1)=O. The catalyst is O1CCCC1.C(OCC)C. The product is [CH2:46]([S:48][CH2:49][CH2:50][O:35][C:31]1[CH:32]=[C:33]([CH3:34])[C:28]([C:24]2[CH:25]=[CH:26][CH:27]=[C:22]([CH2:21][N:8]([S:9]([C:12]3[CH:17]=[CH:16][CH:15]=[CH:14][C:13]=3[N+:18]([O-:20])=[O:19])(=[O:10])=[O:11])[C:6]3[CH:5]=[CH:4][C:3]([CH2:37][CH2:38][C:39]([O:41][C:42]([CH3:45])([CH3:44])[CH3:43])=[O:40])=[C:2]([F:1])[CH:7]=3)[CH:23]=2)=[C:29]([CH3:36])[CH:30]=1)[CH3:47]. The yield is 0.860. (5) The reactants are [CH3:1][O:2][C:3]1[CH:12]=[CH:11][C:10]2[C:5](=[CH:6][CH:7]=[C:8]([C:13]3[CH:18]=[CH:17][CH:16]=[C:15]([O:19][CH3:20])[CH:14]=3)[CH:9]=2)[C:4]=1/[CH:21]=[CH:22]/[C:23]([OH:25])=O.[CH3:26][NH2:27]. No catalyst specified. The product is [CH3:1][O:2][C:3]1[CH:12]=[CH:11][C:10]2[C:5](=[CH:6][CH:7]=[C:8]([C:13]3[CH:18]=[CH:17][CH:16]=[C:15]([O:19][CH3:20])[CH:14]=3)[CH:9]=2)[C:4]=1/[CH:21]=[CH:22]/[C:23]([NH:27][CH3:26])=[O:25]. The yield is 1.00. (6) The reactants are [CH3:1][O:2][C:3]([C:5]1[C:10]([Cl:11])=[N:9][C:8](Cl)=[CH:7][N:6]=1)=[O:4].C(=O)([O-])[O-].[K+].[K+].[NH:19]1[CH2:24][CH2:23][O:22][CH2:21][CH2:20]1. The catalyst is CN(C)C=O.O. The product is [CH3:1][O:2][C:3]([C:5]1[C:10]([Cl:11])=[N:9][C:8]([N:19]2[CH2:24][CH2:23][O:22][CH2:21][CH2:20]2)=[CH:7][N:6]=1)=[O:4]. The yield is 0.730. (7) The reactants are Br[C:2]1[CH:3]=[C:4]([N:11]2[CH:15]3[CH2:16][CH2:17][CH:12]2[CH2:13][CH2:14]3)[CH:5]=[CH:6][C:7]=1[N+:8]([O-:10])=[O:9].[CH3:18][N:19]([CH3:23])[CH2:20][C:21]#[CH:22]. The catalyst is CN(C=O)C.C(N(CC)CC)C.C(OCC)(=O)C.Cl[Pd](Cl)([P](C1C=CC=CC=1)(C1C=CC=CC=1)C1C=CC=CC=1)[P](C1C=CC=CC=1)(C1C=CC=CC=1)C1C=CC=CC=1. The product is [CH:15]12[N:11]([C:4]3[CH:5]=[CH:6][C:7]([N+:8]([O-:10])=[O:9])=[C:2]([C:22]#[C:21][CH2:20][N:19]([CH3:23])[CH3:18])[CH:3]=3)[CH:12]([CH2:17][CH2:16]1)[CH2:13][CH2:14]2. The yield is 0.790.